The task is: Predict the product of the given reaction.. This data is from Forward reaction prediction with 1.9M reactions from USPTO patents (1976-2016). (1) Given the reactants [CH3:1][N:2]([CH2:9][CH2:10][O:11][C:12]1[CH:25]=[CH:24][C:15]([CH2:16][CH:17]2[S:21][C:20](=[O:22])[NH:19][C:18]2=[O:23])=[CH:14][CH:13]=1)[C:3]1[CH:8]=[CH:7][CH:6]=[CH:5][N:4]=1.[CH2:26]([S:32]([OH:35])(=[O:34])=[O:33])[CH2:27][S:28]([OH:31])(=[O:30])=[O:29], predict the reaction product. The product is: [CH2:26]([S:32]([OH:35])(=[O:34])=[O:33])[CH2:27][S:28]([OH:31])(=[O:30])=[O:29].[CH3:1][N:2]([CH2:9][CH2:10][O:11][C:12]1[CH:25]=[CH:24][C:15]([CH2:16][CH:17]2[S:21][C:20](=[O:22])[NH:19][C:18]2=[O:23])=[CH:14][CH:13]=1)[C:3]1[CH:8]=[CH:7][CH:6]=[CH:5][N:4]=1. (2) Given the reactants C(OC([C:8]1([S:14]([C:17]2[CH:26]=[CH:25][C:20]3[N:21]=[C:22](Br)[S:23][C:19]=3[CH:18]=2)(=[O:16])=[O:15])[CH2:13][CH2:12][O:11][CH2:10][CH2:9]1)=O)(C)(C)C.[ClH:27].[CH2:28]([C:32]1[S:36][C:35]([C:37]([CH:39]2[CH2:44][CH2:43][NH:42][CH2:41][CH2:40]2)=[O:38])=[CH:34][CH:33]=1)[CH2:29][CH2:30][CH3:31].C(=O)([O-])[O-:46].[K+].[K+].C[N:52](C)[CH:53]=[O:54], predict the reaction product. The product is: [ClH:27].[CH2:28]([C:32]1[S:36][C:35]([C:37]([CH:39]2[CH2:44][CH2:43][N:42]([C:22]3[S:23][C:19]4[CH:18]=[C:17]([S:14]([C:8]5([C:53]([NH:52][OH:46])=[O:54])[CH2:9][CH2:10][O:11][CH2:12][CH2:13]5)(=[O:16])=[O:15])[CH:26]=[CH:25][C:20]=4[N:21]=3)[CH2:41][CH2:40]2)=[O:38])=[CH:34][CH:33]=1)[CH2:29][CH2:30][CH3:31]. (3) The product is: [CH3:8][C:6]1[CH:7]=[C:2]([B:21]2[O:22][C:23]([CH3:25])([CH3:24])[C:19]([CH3:35])([CH3:18])[O:20]2)[CH:3]=[C:4]([CH3:17])[C:5]=1[C:9]1[C:10](=[O:16])[CH2:11][CH2:12][C:13]=1[O:14][CH3:15]. Given the reactants Br[C:2]1[CH:7]=[C:6]([CH3:8])[C:5]([C:9]2[C:10](=[O:16])[CH2:11][CH2:12][C:13]=2[O:14][CH3:15])=[C:4]([CH3:17])[CH:3]=1.[CH3:18][C:19]1([CH3:35])[C:23]([CH3:25])([CH3:24])[O:22][B:21]([B:21]2[O:22][C:23]([CH3:25])([CH3:24])[C:19]([CH3:35])([CH3:18])[O:20]2)[O:20]1.C([O-])(=O)C.[K+].C1(P(C2CCCCC2)C2C=CC=CC=2C2C(OC)=CC=CC=2OC)CCCCC1, predict the reaction product. (4) The product is: [N:4]1[S:8][N:7]=[C:6]2[CH:9]=[C:10]([C:13]([OH:15])=[O:14])[CH:11]=[CH:12][C:5]=12. Given the reactants C(O)C.[N:4]1[S:8][N:7]=[C:6]2[CH:9]=[C:10]([C:13]([O:15]C)=[O:14])[CH:11]=[CH:12][C:5]=12.Cl, predict the reaction product.